From a dataset of Reaction yield outcomes from USPTO patents with 853,638 reactions. Predict the reaction yield, written as a fraction of the theoretical maximum amount of product (1.0 means a 100% yield; for example, 0.34 means a 34% yield). (1) The reactants are [Mg].BrC(Br)C.Cl[CH2:7][C:8]([C:11]1[CH:16]=[C:15]([F:17])[CH:14]=[CH:13][C:12]=1[O:18][CH3:19])([CH3:10])[CH3:9].[Cl-].[F:21][C:22]([F:30])([F:29])[C:23](N(OC)C)=[O:24].Cl. The catalyst is CCOCC.O. The product is [F:21][C:22]([F:30])([F:29])[C:23](=[O:24])[CH2:7][C:8]([C:11]1[CH:16]=[C:15]([F:17])[CH:14]=[CH:13][C:12]=1[O:18][CH3:19])([CH3:10])[CH3:9]. The yield is 0.800. (2) The reactants are COC1C=CC(C[N:8](CC2C=CC(OC)=CC=2)[C:9]2[C:14]([Cl:15])=[C:13]([N:16]3[CH2:27][CH2:26][C:19]4([C:23](=[O:24])[NH:22][C:21](=[O:25])[CH2:20]4)[CH2:18][CH2:17]3)[C:12]([C:28]3[CH:33]=[CH:32][C:31]([C:34]4[CH:35]=[N:36][N:37]([CH3:39])[CH:38]=4)=[CH:30][CH:29]=3)=[CH:11][N:10]=2)=CC=1.C([O-])(O)=O.[Na+].ClCCl. The catalyst is FC(F)(F)C(O)=O. The product is [NH2:8][C:9]1[C:14]([Cl:15])=[C:13]([N:16]2[CH2:27][CH2:26][C:19]3([C:23](=[O:24])[NH:22][C:21](=[O:25])[CH2:20]3)[CH2:18][CH2:17]2)[C:12]([C:28]2[CH:29]=[CH:30][C:31]([C:34]3[CH:35]=[N:36][N:37]([CH3:39])[CH:38]=3)=[CH:32][CH:33]=2)=[CH:11][N:10]=1. The yield is 0.0700. (3) The reactants are [C:1]1([C:11](Cl)=[O:12])[C:10]2[C:5](=[CH:6][CH:7]=[CH:8][CH:9]=2)[CH:4]=[CH:3][CH:2]=1.[NH2:14][C:15]1[CH:20]=[CH:19][CH:18]=[CH:17][CH:16]=1.O.[OH-].[NH4+]. The catalyst is C(#N)C.C(OCC)C. The product is [C:15]1([NH:14][C:11]([C:1]2[C:10]3[C:5](=[CH:6][CH:7]=[CH:8][CH:9]=3)[CH:4]=[CH:3][CH:2]=2)=[O:12])[CH:20]=[CH:19][CH:18]=[CH:17][CH:16]=1. The yield is 0.820. (4) The reactants are Cl[CH2:2][C:3]([NH:5][C:6]1[CH:11]=[CH:10][CH:9]=[C:8]([C:12]2[CH:21]=[N:20][C:19]3[C:14](=[CH:15][CH:16]=[CH:17][CH:18]=3)[N:13]=2)[CH:7]=1)=[O:4].C([O-])([O-])=O.[K+].[K+].[NH:28]1[CH2:33][CH2:32][CH2:31][CH2:30][CH2:29]1.C(OCC)(=O)C. The catalyst is CC#N. The product is [N:28]1([CH2:2][C:3]([NH:5][C:6]2[CH:11]=[CH:10][CH:9]=[C:8]([C:12]3[CH:21]=[N:20][C:19]4[C:14](=[CH:15][CH:16]=[CH:17][CH:18]=4)[N:13]=3)[CH:7]=2)=[O:4])[CH2:33][CH2:32][CH2:31][CH2:30][CH2:29]1. The yield is 0.420. (5) The reactants are C[O:2][C:3](=[O:25])[C:4]1[CH:9]=[CH:8][C:7]([O:10][CH3:11])=[C:6]([NH:12][C:13]2[N:17]=[C:16]([NH2:18])[N:15]([C:19]3[CH:24]=[CH:23][CH:22]=[CH:21][N:20]=3)[N:14]=2)[CH:5]=1.C1COCC1.[OH-].[Na+].Cl. The catalyst is O.CO. The product is [NH2:18][C:16]1[N:15]([C:19]2[CH:24]=[CH:23][CH:22]=[CH:21][N:20]=2)[N:14]=[C:13]([NH:12][C:6]2[CH:5]=[C:4]([CH:9]=[CH:8][C:7]=2[O:10][CH3:11])[C:3]([OH:25])=[O:2])[N:17]=1. The yield is 0.950. (6) The reactants are [CH2:1]([C:3]1([CH2:22][CH3:23])[C:8]2[CH:9]=[C:10](/[C:13](/[CH2:18][CH2:19][CH3:20])=[CH:14]/[C:15]([NH2:17])=O)[CH:11]=[CH:12][C:7]=2[NH:6][C:5](=[O:21])[O:4]1)[CH3:2].S(Cl)(Cl)=O. The catalyst is O1CCOCC1. The product is [CH2:22]([C:3]1([CH2:1][CH3:2])[C:8]2[CH:9]=[C:10](/[C:13](/[CH2:18][CH2:19][CH3:20])=[CH:14]/[C:15]#[N:17])[CH:11]=[CH:12][C:7]=2[NH:6][C:5](=[O:21])[O:4]1)[CH3:23]. The yield is 0.790. (7) The reactants are [F:1][C:2]1[CH:3]=[C:4]([CH:22]=[CH:23][CH:24]=1)[CH2:5][O:6][C:7]1[CH:12]=[CH:11][C:10]([CH2:13][CH2:14][NH:15][CH2:16][CH:17]2[CH2:19][CH2:18]2)=[CH:9][C:8]=1[O:20][CH3:21].C(N(CC)CC)C.[CH3:32][O:33][C:34](=[O:37])[CH2:35]Br. The catalyst is C(#N)C. The product is [CH3:32][O:33][C:34](=[O:37])[CH2:35][N:15]([CH2:14][CH2:13][C:10]1[CH:11]=[CH:12][C:7]([O:6][CH2:5][C:4]2[CH:22]=[CH:23][CH:24]=[C:2]([F:1])[CH:3]=2)=[C:8]([O:20][CH3:21])[CH:9]=1)[CH2:16][CH:17]1[CH2:19][CH2:18]1. The yield is 0.970.